From a dataset of Full USPTO retrosynthesis dataset with 1.9M reactions from patents (1976-2016). Predict the reactants needed to synthesize the given product. (1) Given the product [Cl:1][C:2]1[CH:3]=[C:4]([B:8]2[O:10][CH2:16][CH2:15][NH:11][CH2:12][CH2:13][O:9]2)[CH:5]=[CH:6][CH:7]=1, predict the reactants needed to synthesize it. The reactants are: [Cl:1][C:2]1[CH:3]=[C:4]([B:8]([OH:10])[OH:9])[CH:5]=[CH:6][CH:7]=1.[NH:11]([CH2:15][CH2:16]O)[CH2:12][CH2:13]O. (2) Given the product [O:72]1[CH:76]=[N:75][C:74]([C:77]([NH:80][C:45]([C:44]2[CH:48]=[C:40]([C:38]3[CH:39]=[C:34]4[C:33]([C:58]([NH:59][CH3:60])=[O:61])=[C:32]([C:29]5[CH:28]=[CH:27][C:26]([F:25])=[CH:31][CH:30]=5)[O:57][C:35]4=[N:36][C:37]=3[CH2:51][CH2:52][C:53]([F:55])([F:54])[F:56])[CH:41]=[CH:42][C:43]=2[O:49][CH3:50])=[O:47])([CH3:79])[CH3:78])=[N:73]1, predict the reactants needed to synthesize it. The reactants are: CN(C(ON1N=NC2C=CC=NC1=2)=[N+](C)C)C.F[P-](F)(F)(F)(F)F.[F:25][C:26]1[CH:31]=[CH:30][C:29]([C:32]2[O:57][C:35]3=[N:36][C:37]([CH2:51][CH2:52][C:53]([F:56])([F:55])[F:54])=[C:38]([C:40]4[CH:41]=[CH:42][C:43]([O:49][CH3:50])=[C:44]([CH:48]=4)[C:45]([OH:47])=O)[CH:39]=[C:34]3[C:33]=2[C:58](=[O:61])[NH:59][CH3:60])=[CH:28][CH:27]=1.C(N(C(C)C)C(C)C)C.Cl.[O:72]1[CH:76]=[N:75][C:74]([C:77]([NH2:80])([CH3:79])[CH3:78])=[N:73]1. (3) Given the product [C:35]([O:34][C:32]([N:29]1[CH2:28][CH2:27][CH:26]([C:23]2[N:24]=[CH:25][C:20]([NH:19][C:14]3[N:13]=[C:12]([CH2:11][CH2:10][C:9]4[CH:39]=[CH:40][CH:41]=[CH:42][C:8]=4[CH2:7][C:6]([OH:43])=[O:5])[C:17]([CH3:18])=[CH:16][N:15]=3)=[CH:21][CH:22]=2)[CH2:31][CH2:30]1)=[O:33])([CH3:38])([CH3:37])[CH3:36], predict the reactants needed to synthesize it. The reactants are: O[Li].O.C[O:5][C:6](=[O:43])[CH2:7][C:8]1[CH:42]=[CH:41][CH:40]=[CH:39][C:9]=1[CH2:10][CH2:11][C:12]1[C:17]([CH3:18])=[CH:16][N:15]=[C:14]([NH:19][C:20]2[CH:21]=[CH:22][C:23]([CH:26]3[CH2:31][CH2:30][N:29]([C:32]([O:34][C:35]([CH3:38])([CH3:37])[CH3:36])=[O:33])[CH2:28][CH2:27]3)=[N:24][CH:25]=2)[N:13]=1. (4) Given the product [F:1][C:2]1[C:7]([F:8])=[CH:6][CH:5]=[CH:4][C:3]=1[C:9]1[CH:10]=[N:11][O:12][C:13]=1[C:14]1[C:22]2[C:17](=[N:18][CH:19]=[C:20]([C:23]3[CH2:28][CH2:27][CH:26]([NH:29][S:40]([CH3:43])(=[O:41])=[O:39])[CH2:25][CH:24]=3)[CH:21]=2)[NH:16][CH:15]=1, predict the reactants needed to synthesize it. The reactants are: [F:1][C:2]1[C:7]([F:8])=[CH:6][CH:5]=[CH:4][C:3]=1[C:9]1[CH:10]=[N:11][O:12][C:13]=1[C:14]1[C:22]2[C:17](=[N:18][CH:19]=[C:20]([C:23]3[CH2:28][CH2:27][CH:26]([NH2:29])[CH2:25][CH:24]=3)[CH:21]=2)[NH:16][CH:15]=1.N1([O:39][S:40]([CH3:43])(=O)=[O:41])C2C=CC=CC=2N=N1.C(O)(C(F)(F)F)=O. (5) Given the product [Cl:1][C:2]1[CH:3]=[C:4]([C:5]([O:7][CH3:8])=[O:6])[CH:9]=[CH:10][C:11]=1[CH2:12][N:17]1[CH2:16][CH2:15][N:14]([C:20]([O:22][C:23]([CH3:26])([CH3:25])[CH3:24])=[O:21])[CH2:19][CH2:18]1, predict the reactants needed to synthesize it. The reactants are: [Cl:1][C:2]1[CH:3]=[C:4]([CH:9]=[CH:10][C:11]=1[CH:12]=O)[C:5]([O:7][CH3:8])=[O:6].[N:14]1([C:20]([O:22][C:23]([CH3:26])([CH3:25])[CH3:24])=[O:21])[CH2:19][CH2:18][NH:17][CH2:16][CH2:15]1.C(O[BH-](OC(=O)C)OC(=O)C)(=O)C.[Na+]. (6) Given the product [C:1]([C@H:5]1[CH2:10][CH2:9][C@H:8]([N:11]2[C:16](=[O:17])[CH:15]=[CH:14][C:13]([C:25]3[CH:26]=[C:21]([CH:22]=[CH:23][CH:24]=3)[CH:19]=[O:20])=[N:12]2)[CH2:7][CH2:6]1)([CH3:4])([CH3:3])[CH3:2], predict the reactants needed to synthesize it. The reactants are: [C:1]([C@H:5]1[CH2:10][CH2:9][C@H:8]([N:11]2[C:16](=[O:17])[CH:15]=[CH:14][C:13](Cl)=[N:12]2)[CH2:7][CH2:6]1)([CH3:4])([CH3:3])[CH3:2].[CH:19]([C:21]1[CH:22]=[C:23](B(O)O)[CH:24]=[CH:25][CH:26]=1)=[O:20].C([O-])([O-])=O.[Na+].[Na+].C(Cl)Cl. (7) Given the product [Cl:22][C:23]1[CH:24]=[C:25]([CH:29]=[CH:30][CH:31]=1)[C:26]([O:12][C:8]1[C:9]([CH3:11])=[CH:10][C:5]([C:1]([CH3:4])([CH3:2])[CH3:3])=[CH:6][C:7]=1[S:13][C:17](=[O:18])[N:16]([CH2:20][CH3:21])[CH2:14][CH3:15])=[O:27], predict the reactants needed to synthesize it. The reactants are: [C:1]([C:5]1[CH:10]=[C:9]([CH3:11])[C:8]([OH:12])=[C:7]([SH:13])[CH:6]=1)([CH3:4])([CH3:3])[CH3:2].[CH2:14]([N:16]([CH2:20][CH3:21])[C:17](Cl)=[O:18])[CH3:15].[Cl:22][C:23]1[CH:24]=[C:25]([CH:29]=[CH:30][CH:31]=1)[C:26](Cl)=[O:27].Cl.